Dataset: NCI-60 drug combinations with 297,098 pairs across 59 cell lines. Task: Regression. Given two drug SMILES strings and cell line genomic features, predict the synergy score measuring deviation from expected non-interaction effect. Drug 1: CN(CC1=CN=C2C(=N1)C(=NC(=N2)N)N)C3=CC=C(C=C3)C(=O)NC(CCC(=O)O)C(=O)O. Drug 2: C1C(C(OC1N2C=NC3=C(N=C(N=C32)Cl)N)CO)O. Cell line: TK-10. Synergy scores: CSS=34.5, Synergy_ZIP=-13.9, Synergy_Bliss=-14.5, Synergy_Loewe=-14.7, Synergy_HSA=-13.8.